This data is from Full USPTO retrosynthesis dataset with 1.9M reactions from patents (1976-2016). The task is: Predict the reactants needed to synthesize the given product. (1) Given the product [F:19][C:2]1([F:1])[CH2:6][CH2:5][C@@H:4]([C@@:7]([OH:18])([C:11]2[CH:12]=[CH:13][C:14]([F:17])=[CH:15][CH:16]=2)[C:8]([O:10][C@H:21]2[CH2:25][CH2:24][NH:23][CH2:22]2)=[O:9])[CH2:3]1, predict the reactants needed to synthesize it. The reactants are: [F:1][C:2]1([F:19])[CH2:6][CH2:5][C@@H:4]([C@@:7]([OH:18])([C:11]2[CH:16]=[CH:15][C:14]([F:17])=[CH:13][CH:12]=2)[C:8]([OH:10])=[O:9])[CH2:3]1.O[C@H:21]1[CH2:25][CH2:24][N:23](C(OC(C)(C)C)=O)[CH2:22]1. (2) Given the product [NH2:10][CH2:9][CH:8]([C:7]1[C:2]([CH3:1])=[C:3]([NH:28][C:29](=[O:38])[O:30][CH2:31][C:32]2[CH:33]=[CH:34][CH:35]=[CH:36][CH:37]=2)[CH:4]=[CH:5][CH:6]=1)[C:13]1[C:21]2[C:16](=[CH:17][CH:18]=[C:19]([N:22]3[CH2:23][CH2:24][O:25][CH2:26][CH2:27]3)[CH:20]=2)[NH:15][CH:14]=1, predict the reactants needed to synthesize it. The reactants are: [CH3:1][C:2]1[C:7]([CH:8]([C:13]2[C:21]3[C:16](=[CH:17][CH:18]=[C:19]([N:22]4[CH2:27][CH2:26][O:25][CH2:24][CH2:23]4)[CH:20]=3)[NH:15][CH:14]=2)[CH2:9][N+:10]([O-])=O)=[CH:6][CH:5]=[CH:4][C:3]=1[NH:28][C:29](=[O:38])[O:30][CH2:31][C:32]1[CH:37]=[CH:36][CH:35]=[CH:34][CH:33]=1.[Cl-].[NH4+]. (3) Given the product [C:6]([C:10]1[CH:14]=[C:13]([N:15]=[C:1]=[O:4])[N:12]([C:16]2[CH:17]=[CH:18][C:19]([CH3:22])=[CH:20][CH:21]=2)[N:11]=1)([CH3:9])([CH3:8])[CH3:7], predict the reactants needed to synthesize it. The reactants are: [C:1]([O-:4])(O)=O.[Na+].[C:6]([C:10]1[CH:14]=[C:13]([NH2:15])[N:12]([C:16]2[CH:21]=[CH:20][C:19]([CH3:22])=[CH:18][CH:17]=2)[N:11]=1)([CH3:9])([CH3:8])[CH3:7].ClC(OC(Cl)=O)(Cl)Cl. (4) The reactants are: C(OC([N:8]1[CH2:12][C:11](=[N:13][O:14][CH3:15])[CH2:10][C@H:9]1[C:16]([OH:18])=O)=O)(C)(C)C.[C:19]1([C:29]2[CH:34]=[CH:33][CH:32]=[CH:31][CH:30]=2)[CH:24]=[CH:23][C:22]([S:25](Cl)(=[O:27])=[O:26])=[CH:21][CH:20]=1.[NH2:35][C@@H:36]1[CH2:41][CH2:40][CH2:39][CH2:38][C@H:37]1[CH2:42][OH:43]. Given the product [C:19]1([C:29]2[CH:34]=[CH:33][CH:32]=[CH:31][CH:30]=2)[CH:24]=[CH:23][C:22]([S:25]([N:8]2[CH2:12][C:11](=[N:13][O:14][CH3:15])[CH2:10][C@H:9]2[C:16]([NH:35][C@@H:36]2[CH2:41][CH2:40][CH2:39][CH2:38][C@H:37]2[CH2:42][OH:43])=[O:18])(=[O:27])=[O:26])=[CH:21][CH:20]=1, predict the reactants needed to synthesize it.